Dataset: Full USPTO retrosynthesis dataset with 1.9M reactions from patents (1976-2016). Task: Predict the reactants needed to synthesize the given product. (1) The reactants are: [Cl:1][C:2]1[C:6]([Cl:7])=[C:5]([CH3:8])[NH:4][C:3]=1[C:9]([NH:11][CH:12]1[CH2:17][CH2:16][N:15]([C:18]2[CH:23]=[CH:22][N:21]=[C:20]([C:24](O)=[O:25])[CH:19]=2)[CH2:14][CH2:13]1)=[O:10].Cl.[O:28]([NH2:30])[CH3:29]. Given the product [Cl:1][C:2]1[C:6]([Cl:7])=[C:5]([CH3:8])[NH:4][C:3]=1[C:9]([NH:11][CH:12]1[CH2:17][CH2:16][N:15]([C:18]2[CH:23]=[CH:22][N:21]=[C:20]([C:24]([NH:30][O:28][CH3:29])=[O:25])[CH:19]=2)[CH2:14][CH2:13]1)=[O:10], predict the reactants needed to synthesize it. (2) Given the product [F:20][C:17]1[CH:18]=[CH:19][C:14]([C:8]2([C:5]3[CH:4]=[CH:3][C:2]([F:1])=[CH:7][CH:6]=3)[CH2:12][CH2:11][N:10]([CH2:28][CH2:29][N:30]3[CH2:35][CH2:34][N:33]([C:36]([O:38][C:39]([CH3:40])([CH3:42])[CH3:41])=[O:37])[CH2:32][CH2:31]3)[C:9]2=[O:13])=[CH:15][CH:16]=1, predict the reactants needed to synthesize it. The reactants are: [F:1][C:2]1[CH:7]=[CH:6][C:5]([C:8]2([C:14]3[CH:19]=[CH:18][C:17]([F:20])=[CH:16][CH:15]=3)[CH2:12][CH2:11][NH:10][C:9]2=[O:13])=[CH:4][CH:3]=1.CC(C)([O-])C.[K+].Br[CH2:28][CH2:29][N:30]1[CH2:35][CH2:34][N:33]([C:36]([O:38][C:39]([CH3:42])([CH3:41])[CH3:40])=[O:37])[CH2:32][CH2:31]1. (3) Given the product [Si:31]([O:30][C@H:27]1[C@H:24]2[O:25][CH2:26][C@@H:22]([O:21][C:5]3[N:4]([CH2:1][CH:2]=[CH2:3])[C:12]4[C:7]([N:6]=3)=[N:8][C:9]([C:14]3[CH:15]=[CH:16][C:17]([N:39]5[CH:40]=[C:41]6[CH2:45][N:44]([C:46]([O:48][C:49]([CH3:52])([CH3:51])[CH3:50])=[O:47])[CH2:43][C:42]6=[N:38]5)=[CH:18][CH:19]=3)=[C:10]([Cl:13])[CH:11]=4)[C@H:23]2[O:29][CH2:28]1)([C:34]([CH3:35])([CH3:36])[CH3:37])([CH3:32])[CH3:33], predict the reactants needed to synthesize it. The reactants are: [CH2:1]([N:4]1[C:12]2[C:7](=[N:8][C:9]([C:14]3[CH:19]=[CH:18][C:17](Br)=[CH:16][CH:15]=3)=[C:10]([Cl:13])[CH:11]=2)[N:6]=[C:5]1[O:21][C@@H:22]1[CH2:26][O:25][C@@H:24]2[C@H:27]([O:30][Si:31]([C:34]([CH3:37])([CH3:36])[CH3:35])([CH3:33])[CH3:32])[CH2:28][O:29][C@H:23]12)[CH:2]=[CH2:3].[N:38]1[NH:39][CH:40]=[C:41]2[CH2:45][N:44]([C:46]([O:48][C:49]([CH3:52])([CH3:51])[CH3:50])=[O:47])[CH2:43][C:42]=12.P([O-])([O-])([O-])=O.[K+].[K+].[K+].CN[C@@H]1CCCC[C@H]1NC. (4) Given the product [CH3:29]/[C:12](/[CH2:13]/[CH:14]=[CH:15]/[C@H:16]([CH3:28])[C@@H:17]([O:20][Si:21]([CH2:24][CH3:25])([CH2:26][CH3:27])[CH2:22][CH3:23])[CH2:18][CH3:19])=[CH:11]\[CH2:10][OH:9], predict the reactants needed to synthesize it. The reactants are: C1(C)C=CC=CC=1.C[O:9][C:10](=O)/[CH:11]=[C:12](\[CH3:29])/[CH2:13]/[CH:14]=[CH:15]/[C@H:16]([CH3:28])[C@@H:17]([O:20][Si:21]([CH2:26][CH3:27])([CH2:24][CH3:25])[CH2:22][CH3:23])[CH2:18][CH3:19].C1(C)C=CC=CC=1.[H-].C([Al+]CC(C)C)C(C)C.O.O.O.O.C(C(C(C([O-])=O)O)O)([O-])=O.[Na+].[K+]. (5) Given the product [CH2:1]([O:3][C:4]([C:5]1[CH:6]=[C:7]([C:9]2[CH:14]=[CH:13][C:12]([O:15][CH3:16])=[CH:11][N:10]=2)[N:19]([C:21]2[CH:26]=[N:25][C:24]([CH3:27])=[CH:23][CH:22]=2)[N:20]=1)=[O:18])[CH3:2], predict the reactants needed to synthesize it. The reactants are: [CH2:1]([O:3][C:4](=[O:18])[C:5](=O)[CH2:6][C:7]([C:9]1[CH:14]=[CH:13][C:12]([O:15][CH3:16])=[CH:11][N:10]=1)=O)[CH3:2].[NH:19]([C:21]1[CH:22]=[CH:23][C:24]([CH3:27])=[N:25][CH:26]=1)[NH2:20].C(O)(=O)C.C(=O)([O-])O.[Na+]. (6) Given the product [Br:1][C:2]1[N:7]=[C:22]2[C:21]([CH2:24][OH:17])([OH:25])[CH2:23][CH2:10][O:11][C:5]2=[CH:4][CH:3]=1, predict the reactants needed to synthesize it. The reactants are: [Br:1][C:2]1[N:7]=C2C(=C)C[CH2:10][O:11][C:5]2=[CH:4][CH:3]=1.C[N+]1([O-])CC[O:17]CC1.[C:21]([OH:25])([CH3:24])([CH3:23])[CH3:22].OS([O-])=O.[Na+]. (7) Given the product [ClH:19].[Br:1][C:2]1[CH:3]=[C:4]([CH:7]=[C:8]([O:12][CH3:13])[C:9]=1[O:10][CH3:11])[CH:5]=[N:18][NH:17][C:14]([NH2:16])=[NH:15], predict the reactants needed to synthesize it. The reactants are: [Br:1][C:2]1[CH:3]=[C:4]([CH:7]=[C:8]([O:12][CH3:13])[C:9]=1[O:10][CH3:11])[CH:5]=O.[C:14]([NH:17][NH2:18])([NH2:16])=[NH:15].[ClH:19]. (8) Given the product [Cl:1][C:2]1[CH:3]=[CH:4][C:5]([O:25][CH:26]([F:28])[F:27])=[C:6]([C:8]2[C:12]([NH:13][C:14]([C:16]3[CH:17]=[N:18][N:19]4[CH:24]=[CH:23][CH:22]=[N:21][C:20]=34)=[O:15])=[CH:11][N:10]([CH2:38][C@@H:37]([N:39]([CH2:41][C:42]3[CH:43]=[CH:44][C:45]([O:48][CH3:49])=[CH:46][CH:47]=3)[CH3:40])[CH3:36])[N:9]=2)[CH:7]=1.[Cl:1][C:2]1[CH:3]=[CH:4][C:5]([O:25][CH:26]([F:28])[F:27])=[C:6]([C:8]2[N:9]([CH2:38][C@@H:37]([N:39]([CH2:41][C:42]3[CH:43]=[CH:44][C:45]([O:48][CH3:49])=[CH:46][CH:47]=3)[CH3:40])[CH3:36])[N:10]=[CH:11][C:12]=2[NH:13][C:14]([C:16]2[CH:17]=[N:18][N:19]3[CH:24]=[CH:23][CH:22]=[N:21][C:20]=23)=[O:15])[CH:7]=1, predict the reactants needed to synthesize it. The reactants are: [Cl:1][C:2]1[CH:3]=[CH:4][C:5]([O:25][CH:26]([F:28])[F:27])=[C:6]([C:8]2[C:12]([NH:13][C:14]([C:16]3[CH:17]=[N:18][N:19]4[CH:24]=[CH:23][CH:22]=[N:21][C:20]=34)=[O:15])=[CH:11][NH:10][N:9]=2)[CH:7]=1.C([O-])([O-])=O.[Cs+].[Cs+].Cl[CH2:36][C@@H:37]([N:39]([CH2:41][C:42]1[CH:47]=[CH:46][C:45]([O:48][CH3:49])=[CH:44][CH:43]=1)[CH3:40])[CH3:38]. (9) Given the product [Cl:16][C:13]1[CH:14]=[CH:15][C:10]([O:9][C@@H:8]2[CH2:7][N:6]([CH3:18])[CH2:5][C@H:4]2[NH2:1])=[CH:11][C:12]=1[F:17], predict the reactants needed to synthesize it. The reactants are: [N:1]([C@H:4]1[C@H:8]([O:9][C:10]2[CH:15]=[CH:14][C:13]([Cl:16])=[C:12]([F:17])[CH:11]=2)[CH2:7][N:6]([CH3:18])[CH2:5]1)=[N+]=[N-].C1C=CC(P(C2C=CC=CC=2)C2C=CC=CC=2)=CC=1.C1COCC1. (10) Given the product [CH3:35][NH:34][C:32]([C:28]1[CH:27]=[C:26]([O:25][C:24]2[CH:36]=[CH:14][C:15]([NH:11][C:9]([NH:8][C:5]3[CH:6]=[CH:7][C:2]([Cl:1])=[C:3]([C:16]([F:17])([F:18])[F:19])[CH:4]=3)=[O:10])=[CH:22][CH:23]=2)[CH:31]=[CH:30][N:29]=1)=[O:33], predict the reactants needed to synthesize it. The reactants are: [Cl:1][C:2]1[CH:7]=[CH:6][C:5]([NH:8][C:9]([N:11]2[CH:15]=[CH:14]N=C2)=[O:10])=[CH:4][C:3]=1[C:16]([F:19])([F:18])[F:17].NC1C=[CH:36][C:24]([O:25][C:26]2[CH:31]=[CH:30][N:29]=[C:28]([C:32]([NH:34][CH3:35])=[O:33])[CH:27]=2)=[CH:23][CH:22]=1.